The task is: Regression/Classification. Given a drug SMILES string, predict its absorption, distribution, metabolism, or excretion properties. Task type varies by dataset: regression for continuous measurements (e.g., permeability, clearance, half-life) or binary classification for categorical outcomes (e.g., BBB penetration, CYP inhibition). Dataset: cyp3a4_veith.. This data is from CYP3A4 inhibition data for predicting drug metabolism from PubChem BioAssay. (1) The molecule is NCC[Se][Se]CCN. The result is 0 (non-inhibitor). (2) The result is 1 (inhibitor). The drug is NC(=O)[C@H](Cc1cc2ccccc2s1)NC(=O)[C@@H]1CC2(CC(c3cccc(NC(=O)[C@@H]4CCC(=O)N4)c3)=NO2)CN1C(=O)/C=C/c1c(F)cccc1Cl. (3) The molecule is COC(=O)c1cccc(C(=O)Oc2cccc(Br)c2)n1. The result is 0 (non-inhibitor). (4) The drug is CCN(CC)S(=O)(=O)N1CCC(C(=O)NCc2ccc(C)cc2)CC1. The result is 1 (inhibitor). (5) The molecule is CCN(Cc1ccccc1)Cc1cccc([N+](=O)[O-])c1. The result is 0 (non-inhibitor). (6) The drug is CN1CCC(n2[nH]c(-c3ccccc3)c(Cc3ccccc3)c2=O)CC1. The result is 1 (inhibitor).